Predict which catalyst facilitates the given reaction. From a dataset of Catalyst prediction with 721,799 reactions and 888 catalyst types from USPTO. (1) Reactant: Br[C:2]1[CH:9]=[C:8]([F:10])[CH:7]=[CH:6][C:3]=1[C:4]#[N:5].C1(P([CH:24]2[CH2:29][CH2:28]CCC2)C2CCCCC2)CCCCC1.O.P([O-])([O-])([O-])=O.[K+].[K+].[K+].C1(B(O)O)CC1. The catalyst class is: 226. Product: [CH:28]1([C:2]2[CH:9]=[C:8]([F:10])[CH:7]=[CH:6][C:3]=2[C:4]#[N:5])[CH2:29][CH2:24]1. (2) Reactant: [Cl:1][C:2]1[CH:28]=[CH:27][C:5]([O:6][C:7]2[CH:12]=[CH:11][C:10]([C:13]3[C:17]4[CH:18]=[C:19]([O:22]C)[CH:20]=[CH:21][C:16]=4[O:15][N:14]=3)=[C:9]([CH2:24][CH2:25][CH3:26])[CH:8]=2)=[CH:4][CH:3]=1.B(Br)(Br)Br.CCCCCCC.C(=O)(O)[O-].[Na+]. Product: [Cl:1][C:2]1[CH:28]=[CH:27][C:5]([O:6][C:7]2[CH:12]=[CH:11][C:10]([C:13]3[C:17]4[CH:18]=[C:19]([OH:22])[CH:20]=[CH:21][C:16]=4[O:15][N:14]=3)=[C:9]([CH2:24][CH2:25][CH3:26])[CH:8]=2)=[CH:4][CH:3]=1. The catalyst class is: 4. (3) Reactant: N12CCCN=C1CCCCC2.[F:12][CH:13]([F:26])[C:14]1[N:19]=[CH:18][N:17]=[C:16]([C:20]2[NH:21][O:22][C:23](=[O:25])[N:24]=2)[CH:15]=1.[N:27]1([C:32](Cl)=[O:33])[CH2:31][CH2:30][CH2:29][CH2:28]1. Product: [F:26][CH:13]([F:12])[C:14]1[N:19]=[CH:18][N:17]=[C:16]([C:20]2[N:24]([C:32]([N:27]3[CH2:31][CH2:30][CH2:29][CH2:28]3)=[O:33])[C:23](=[O:25])[O:22][N:21]=2)[CH:15]=1. The catalyst class is: 17. (4) Reactant: [CH3:1][O:2][C:3]1[CH:8]=[C:7]([CH3:9])[N:6]=[C:5]([N:10]([CH3:12])[CH3:11])[CH:4]=1.Br[CH2:14][CH2:15][CH2:16][CH2:17][CH2:18][CH2:19][CH2:20][CH2:21][CH2:22][O:23][CH2:24][O:25][CH3:26].[Li]CCCC. Product: [CH3:1][O:2][C:3]1[CH:8]=[C:7]([CH2:9][CH2:14][CH2:15][CH2:16][CH2:17][CH2:18][CH2:19][CH2:20][CH2:21][CH2:22][O:23][CH2:24][O:25][CH3:26])[N:6]=[C:5]([N:10]([CH3:12])[CH3:11])[CH:4]=1. The catalyst class is: 773. (5) Reactant: C1C=C(Cl)C=C(C(OO)=[O:9])C=1.[CH3:12][C@@H:13]1[CH2:22][C:21]2[C:16](=[CH:17][CH:18]=[C:19]([C:23]([CH3:25])=[CH2:24])[CH:20]=2)[C:15](=[O:26])[O:14]1. Product: [CH3:12][C@@H:13]1[CH2:22][C:21]2[C:16](=[CH:17][CH:18]=[C:19]([C:23]3([CH3:25])[CH2:24][O:9]3)[CH:20]=2)[C:15](=[O:26])[O:14]1. The catalyst class is: 26. (6) Reactant: Cl[C:2]1[C:3]2[C:4](=[CH:13][N:14](CC3C=CC(OC)=CC=3)[N:15]=2)[N:5]=[C:6]([C:8]2[CH:12]=[CH:11][S:10][CH:9]=2)[N:7]=1.[NH2:25][C:26]1[CH:31]=[CH:30][C:29]([S:32]([F:37])([F:36])([F:35])([F:34])[F:33])=[CH:28][CH:27]=1.Cl. Product: [F:33][S:32]([F:34])([F:35])([F:36])([F:37])[C:29]1[CH:30]=[CH:31][C:26]([NH:25][C:2]2[C:3]3[NH:15][N:14]=[CH:13][C:4]=3[N:5]=[C:6]([C:8]3[CH:12]=[CH:11][S:10][CH:9]=3)[N:7]=2)=[CH:27][CH:28]=1. The catalyst class is: 71. (7) Reactant: [CH:1]([N:14]1[C:22]2[C:17](=[CH:18][C:19]([Cl:23])=[CH:20][CH:21]=2)[C:16]([CH2:24][CH2:25][S:26]([C:29]2[CH:38]=[CH:37][C:32]([C:33]([O:35]C)=[O:34])=[CH:31][CH:30]=2)(=[O:28])=[O:27])=[C:15]1[CH2:39][CH2:40][NH:41][S:42]([CH2:45][C:46]1[CH:51]=[CH:50][CH:49]=[CH:48][C:47]=1[F:52])(=[O:44])=[O:43])([C:8]1[CH:13]=[CH:12][CH:11]=[CH:10][CH:9]=1)[C:2]1[CH:7]=[CH:6][CH:5]=[CH:4][CH:3]=1.C1COCC1.[OH-].[Na+]. Product: [CH:1]([N:14]1[C:22]2[C:17](=[CH:18][C:19]([Cl:23])=[CH:20][CH:21]=2)[C:16]([CH2:24][CH2:25][S:26]([C:29]2[CH:38]=[CH:37][C:32]([C:33]([OH:35])=[O:34])=[CH:31][CH:30]=2)(=[O:28])=[O:27])=[C:15]1[CH2:39][CH2:40][NH:41][S:42]([CH2:45][C:46]1[CH:51]=[CH:50][CH:49]=[CH:48][C:47]=1[F:52])(=[O:43])=[O:44])([C:2]1[CH:3]=[CH:4][CH:5]=[CH:6][CH:7]=1)[C:8]1[CH:13]=[CH:12][CH:11]=[CH:10][CH:9]=1. The catalyst class is: 5.